From a dataset of NCI-60 drug combinations with 297,098 pairs across 59 cell lines. Regression. Given two drug SMILES strings and cell line genomic features, predict the synergy score measuring deviation from expected non-interaction effect. (1) Drug 1: C#CCC(CC1=CN=C2C(=N1)C(=NC(=N2)N)N)C3=CC=C(C=C3)C(=O)NC(CCC(=O)O)C(=O)O. Drug 2: CCN(CC)CCCC(C)NC1=C2C=C(C=CC2=NC3=C1C=CC(=C3)Cl)OC. Cell line: A549. Synergy scores: CSS=21.6, Synergy_ZIP=2.29, Synergy_Bliss=5.10, Synergy_Loewe=5.00, Synergy_HSA=5.21. (2) Drug 1: C1=NC2=C(N=C(N=C2N1C3C(C(C(O3)CO)O)O)F)N. Drug 2: C1CN(CCN1C(=O)CCBr)C(=O)CCBr. Cell line: HCC-2998. Synergy scores: CSS=35.9, Synergy_ZIP=-0.421, Synergy_Bliss=1.26, Synergy_Loewe=1.62, Synergy_HSA=4.91.